Dataset: Full USPTO retrosynthesis dataset with 1.9M reactions from patents (1976-2016). Task: Predict the reactants needed to synthesize the given product. (1) Given the product [C:1]([O:4][C@H:5]1[C@@H:14]2[O:15][C:16]([CH3:18])([CH3:19])[O:17][C@:13]32[C@H:8]([C@H:9]([C:21](=[O:25])[CH3:22])[CH2:10][CH2:11][C@@H:12]3[CH3:20])[CH:7]=[C:6]1[CH3:26])(=[O:3])[CH3:2], predict the reactants needed to synthesize it. The reactants are: [C:1]([O:4][C@H:5]1[C@@H:14]2[O:15][C:16]([CH3:19])([CH3:18])[O:17][C@:13]32[C@H:8]([C@H:9]([C:21]([OH:25])(C)[CH2:22]O)[CH2:10][CH2:11][C@@H:12]3[CH3:20])[CH:7]=[C:6]1[CH3:26])(=[O:3])[CH3:2].I([O-])(=O)(=O)=O.[Na+]. (2) Given the product [Cl:1][C:2]1[CH:7]=[CH:6][C:5]([S:8]([NH:16][CH3:15])(=[O:10])=[O:9])=[CH:4][C:3]=1[N+:12]([O-:14])=[O:13], predict the reactants needed to synthesize it. The reactants are: [Cl:1][C:2]1[CH:7]=[CH:6][C:5]([S:8](Cl)(=[O:10])=[O:9])=[CH:4][C:3]=1[N+:12]([O-:14])=[O:13].[CH3:15][NH2:16].Cl. (3) Given the product [C:1]([O:5][C:6](=[O:46])[C@@H:7]([NH2:35])[CH2:8][C:9]([N:11]1[CH2:16][CH2:15][CH2:14][CH:13]([NH:17][C:18](=[O:34])[CH2:19][CH2:20][CH:21]2[CH2:26][CH2:25][N:24]([C:27]([O:29][C:30]([CH3:33])([CH3:32])[CH3:31])=[O:28])[CH2:23][CH2:22]2)[CH2:12]1)=[O:10])([CH3:4])([CH3:2])[CH3:3], predict the reactants needed to synthesize it. The reactants are: [C:1]([O:5][C:6](=[O:46])[C@@H:7]([NH:35]C(OCC1C=CC=CC=1)=O)[CH2:8][C:9]([N:11]1[CH2:16][CH2:15][CH2:14][CH:13]([NH:17][C:18](=[O:34])[CH2:19][CH2:20][CH:21]2[CH2:26][CH2:25][N:24]([C:27]([O:29][C:30]([CH3:33])([CH3:32])[CH3:31])=[O:28])[CH2:23][CH2:22]2)[CH2:12]1)=[O:10])([CH3:4])([CH3:3])[CH3:2]. (4) Given the product [C:20]1([CH:23]=[CH:13][C:12]([C:3]2[CH:4]=[CH:5][CH:6]=[CH:7][CH:2]=2)=[O:14])[CH:21]=[CH:28][CH:17]=[CH:18][CH:19]=1, predict the reactants needed to synthesize it. The reactants are: O[C:2]1[CH:7]=[C:6](OCOC)[CH:5]=[CH:4][C:3]=1[C:12](=[O:14])[CH3:13].CO[C:17]1N=[CH:21][C:20]([CH:23]=O)=[CH:19][CH:18]=1.[OH-].[K+].O.[CH3:28]CO.